From a dataset of Full USPTO retrosynthesis dataset with 1.9M reactions from patents (1976-2016). Predict the reactants needed to synthesize the given product. (1) Given the product [F:10][C:11]1[CH:16]=[C:15]([F:17])[CH:14]=[CH:13][C:12]=1[CH2:18][NH:19][C:20]([C:22]1[C:23](=[O:48])[C:24]([OH:40])=[C:25]2[C:34](=[O:35])[N:33]3[CH:28]([O:29][CH2:30][CH:31]4[CH2:38][CH2:37][CH2:36][CH:32]43)[CH2:27][N:26]2[CH:39]=1)=[O:21], predict the reactants needed to synthesize it. The reactants are: Cl.N[C@H]1CCC[C@H]1CO.[F:10][C:11]1[CH:16]=[C:15]([F:17])[CH:14]=[CH:13][C:12]=1[CH2:18][NH:19][C:20]([C:22]1[C:23](=[O:48])[C:24]([O:40]CC2C=CC=CC=2)=[C:25]2[C:34](=[O:35])[N:33]3[CH:28]([O:29][CH2:30][CH:31]4[CH2:38][CH2:37][CH2:36][CH:32]43)[CH2:27][N:26]2[CH:39]=1)=[O:21].FC1C=C(F)C=CC=1CNC(C1C2N3C(=O)C4=C(O)C(=O)C=CN4CC3OCC2CC1)=O. (2) Given the product [C:51]([C:9]1[CH:10]=[C:11]([C:22]2[O:23][N:27]=[C:28]([C:33]3[CH:41]=[CH:40][C:39]4[NH:38][C:37]5[CH:42]([CH2:45][C:46]([O:48][CH2:49][CH3:50])=[O:47])[CH2:43][CH2:44][C:36]=5[C:35]=4[CH:34]=3)[N:24]=2)[CH:3]=[C:4]([O:12][C:13]([F:14])([F:15])[F:16])[CH:5]=1)#[N:53], predict the reactants needed to synthesize it. The reactants are: C([C:3]1[C:4]([O:12][C:13]([F:16])([F:15])[F:14])=[C:5]([CH:9]=[CH:10][CH:11]=1)C(O)=O)#N.C1N=CN([C:22]([N:24]2[CH:28]=[N:27]C=C2)=[O:23])C=1.ON=C([C:33]1[CH:41]=[CH:40][C:39]2[NH:38][C:37]3[CH:42]([CH2:45][C:46]([O:48][CH2:49][CH3:50])=[O:47])[CH2:43][CH2:44][C:36]=3[C:35]=2[CH:34]=1)N.[C:51](#[N:53])C. (3) Given the product [Cl:1][C:2]1[C:7]([CH3:8])=[CH:6][C:5]([C:21]2[C:30]3[C:25](=[CH:26][C:27]([S:31]([O:34][C:35]4[C:36]([F:45])=[C:37]([F:44])[C:38]([F:43])=[C:39]([F:42])[C:40]=4[F:41])(=[O:33])=[O:32])=[CH:28][CH:29]=3)[CH:24]=[CH:23][N:22]=2)=[C:4]([O:18][CH3:19])[CH:3]=1, predict the reactants needed to synthesize it. The reactants are: [Cl:1][C:2]1[C:7]([CH3:8])=[CH:6][C:5](B2OC(C)(C)C(C)(C)O2)=[C:4]([O:18][CH3:19])[CH:3]=1.Cl[C:21]1[C:30]2[C:25](=[CH:26][C:27]([S:31]([O:34][C:35]3[C:40]([F:41])=[C:39]([F:42])[C:38]([F:43])=[C:37]([F:44])[C:36]=3[F:45])(=[O:33])=[O:32])=[CH:28][CH:29]=2)[CH:24]=[CH:23][N:22]=1.P([O-])([O-])([O-])=O.[K+].[K+].[K+]. (4) Given the product [NH2:8][C:5]1[N:6]=[CH:7][C:2]([C:28]2[CH:33]=[CH:32][C:31]([NH:34][S:35]([CH2:38][CH2:39][N:40]([CH2:43][CH3:44])[CH2:41][CH3:42])(=[O:36])=[O:37])=[CH:30][CH:29]=2)=[CH:3][C:4]=1[O:9][CH2:10][C:11]1[C:16]([F:17])=[CH:15][CH:14]=[C:13]([F:18])[C:12]=1[Cl:19], predict the reactants needed to synthesize it. The reactants are: Br[C:2]1[CH:3]=[C:4]([O:9][CH2:10][C:11]2[C:16]([F:17])=[CH:15][CH:14]=[C:13]([F:18])[C:12]=2[Cl:19])[C:5]([NH2:8])=[N:6][CH:7]=1.CC1(C)C(C)(C)OB([C:28]2[CH:33]=[CH:32][C:31]([NH:34][S:35]([CH2:38][CH2:39][N:40]([CH2:43][CH3:44])[CH2:41][CH3:42])(=[O:37])=[O:36])=[CH:30][CH:29]=2)O1. (5) Given the product [NH2:22][C:8]1[N:7]=[C:6]([O:5][CH2:1][CH2:2][CH2:3][CH3:4])[N:14]=[C:13]2[C:9]=1[NH:10][C:11](=[O:20])[N:12]2[CH2:15][CH2:16][CH2:17][CH2:18][N:30]1[CH2:31][CH2:32][N:27]([C:24]([CH3:26])([CH3:25])[CH3:23])[CH2:28][CH2:29]1, predict the reactants needed to synthesize it. The reactants are: [CH2:1]([O:5][C:6]1[N:14]=[C:13]2[C:9]([N:10]=[C:11]([O:20]C)[N:12]2[CH2:15][CH2:16][CH2:17][CH2:18]Cl)=[C:8]([NH2:22])[N:7]=1)[CH2:2][CH2:3][CH3:4].[CH3:23][C:24]([N:27]1[CH2:32][CH2:31][NH:30][CH2:29][CH2:28]1)([CH3:26])[CH3:25]. (6) Given the product [ClH:29].[C:23]1([O:22][C:20](=[O:21])[NH:19][C:16]2[CH:17]=[CH:18][C:13]([CH:10]3[CH2:11][CH2:12][NH:8][CH2:9]3)=[CH:14][CH:15]=2)[CH:28]=[CH:27][CH:26]=[CH:25][CH:24]=1, predict the reactants needed to synthesize it. The reactants are: C(OC([N:8]1[CH2:12][CH2:11][CH:10]([C:13]2[CH:18]=[CH:17][C:16]([NH:19][C:20]([O:22][C:23]3[CH:28]=[CH:27][CH:26]=[CH:25][CH:24]=3)=[O:21])=[CH:15][CH:14]=2)[CH2:9]1)=O)(C)(C)C.[ClH:29].